This data is from Full USPTO retrosynthesis dataset with 1.9M reactions from patents (1976-2016). The task is: Predict the reactants needed to synthesize the given product. Given the product [CH3:1][O:2][C:3](=[O:16])[CH2:4][C:5]1[S:6][C:7]([C:10]2[N:11]=[C:12]([NH:15][C:24](=[O:25])[CH2:23][C:17]3[CH:22]=[CH:21][CH:20]=[CH:19][CH:18]=3)[S:13][CH:14]=2)=[CH:8][CH:9]=1, predict the reactants needed to synthesize it. The reactants are: [CH3:1][O:2][C:3](=[O:16])[CH2:4][C:5]1[S:6][C:7]([C:10]2[N:11]=[C:12]([NH2:15])[S:13][CH:14]=2)=[CH:8][CH:9]=1.[C:17]1([CH2:23][C:24](Cl)=[O:25])[CH:22]=[CH:21][CH:20]=[CH:19][CH:18]=1.C(N(C(C)C)CC)(C)C.